Dataset: Reaction yield outcomes from USPTO patents with 853,638 reactions. Task: Predict the reaction yield, written as a fraction of the theoretical maximum amount of product (1.0 means a 100% yield; for example, 0.34 means a 34% yield). (1) The reactants are [C@@H:1]12[CH2:7][NH:6][C@@H:5]1[CH2:4][N:3]([C:8]([O:10][CH2:11][C:12]1[CH:17]=[CH:16][CH:15]=[CH:14][CH:13]=1)=[O:9])[CH2:2]2.Br[C:19]1[CH:20]=[N:21][CH:22]=[C:23]([O:25][CH3:26])[CH:24]=1. No catalyst specified. The product is [CH3:26][O:25][C:23]1[CH:24]=[C:19]([N:6]2[CH2:7][C@@H:1]3[C@H:5]2[CH2:4][N:3]([C:8]([O:10][CH2:11][C:12]2[CH:17]=[CH:16][CH:15]=[CH:14][CH:13]=2)=[O:9])[CH2:2]3)[CH:20]=[N:21][CH:22]=1. The yield is 0.370. (2) The reactants are [NH:1]1[CH2:6][CH2:5][CH:4]([O:7][C:8](=[O:22])[NH:9][C:10]2[CH:15]=[CH:14][CH:13]=[CH:12][C:11]=2[C:16]2[CH:21]=[CH:20][CH:19]=[CH:18][CH:17]=2)[CH2:3][CH2:2]1.[C:23]([OH:27])(=[O:26])[CH:24]=[CH2:25]. The catalyst is C(Cl)Cl. The product is [C:11]1([C:16]2[CH:21]=[CH:20][CH:19]=[CH:18][CH:17]=2)[CH:12]=[CH:13][CH:14]=[CH:15][C:10]=1[NH:9][C:8]([O:7][CH:4]1[CH2:3][CH2:2][N:1]([CH2:25][CH2:24][C:23]([OH:27])=[O:26])[CH2:6][CH2:5]1)=[O:22]. The yield is 0.990. (3) The reactants are [CH2:1]([O:3][CH2:4][C:5]([C:7]1[S:11][C:10]([N:12](C)[C:13](=O)OC(C)(C)C)=[N:9][C:8]=1[C:21]1[O:22][CH:23]=[CH:24][CH:25]=1)=[O:6])[CH3:2]. The yield is 0.860. The catalyst is FC(F)(F)C(O)=O. The product is [O:22]1[CH:23]=[CH:24][CH:25]=[C:21]1[C:8]1[N:9]=[C:10]([NH:12][CH3:13])[S:11][C:7]=1[C:5]([CH2:4][O:3][CH2:1][CH3:2])=[O:6]. (4) The reactants are Cl.[O:2]=[C:3]1[NH:12][C:11]2[N:10]=[CH:9][C:8](/[CH:13]=[CH:14]/[C:15]([OH:17])=O)=[CH:7][C:6]=2[CH2:5][CH2:4]1.Cl.O=C1CC2C(=CC=C(/C=C/C(O)=O)C=2)N1.[CH3:34][NH:35][CH2:36][C:37]1[O:38][C:39]2[CH:45]=[CH:44][CH:43]=[CH:42][C:40]=2[CH:41]=1.CC1NC2C(C=1CNC)=CC=CC=2. No catalyst specified. The product is [O:38]1[C:39]2[CH:45]=[CH:44][CH:43]=[CH:42][C:40]=2[CH:41]=[C:37]1[CH2:36][N:35]([CH3:34])[C:15](=[O:17])/[CH:14]=[CH:13]/[C:8]1[CH:9]=[N:10][C:11]2[NH:12][C:3](=[O:2])[CH2:4][CH2:5][C:6]=2[CH:7]=1. The yield is 0.900.